Dataset: Reaction yield outcomes from USPTO patents with 853,638 reactions. Task: Predict the reaction yield, written as a fraction of the theoretical maximum amount of product (1.0 means a 100% yield; for example, 0.34 means a 34% yield). (1) The reactants are FC(F)(F)S([O:6][Si:7]([CH:14]([CH3:16])[CH3:15])([CH:11]([CH3:13])[CH3:12])[CH:8]([CH3:10])[CH3:9])(=O)=O.[F:19][C:20]1[CH:21]=[CH:22][C:23]2[N:24]([C:26]([N:29]3[CH2:33][CH2:32][CH2:31][C@H:30]3[CH2:34]O)=[N:27][N:28]=2)[CH:25]=1.CCN(CC)CC.N. The catalyst is CO.C(Cl)Cl.CN(C=O)C. The product is [F:19][C:20]1[CH:21]=[CH:22][C:23]2[N:24]([C:26]([N:29]3[CH2:33][CH2:32][CH2:31][C@H:30]3[CH2:34][O:6][Si:7]([CH:8]([CH3:9])[CH3:10])([CH:11]([CH3:12])[CH3:13])[CH:14]([CH3:15])[CH3:16])=[N:27][N:28]=2)[CH:25]=1. The yield is 0.310. (2) The catalyst is C1COCC1.CO. The yield is 0.760. The product is [Br:3][C:4]1[N:5]([C:18]2[C:27]3[C:22](=[CH:23][CH:24]=[CH:25][CH:26]=3)[C:21]([CH:28]3[CH2:30][CH2:29]3)=[CH:20][CH:19]=2)[C:6]([S:9][C:10]([CH3:17])([CH3:16])[C:11]([OH:13])=[O:12])=[N:7][N:8]=1. The reactants are [OH-].[Li+].[Br:3][C:4]1[N:5]([C:18]2[C:27]3[C:22](=[CH:23][CH:24]=[CH:25][CH:26]=3)[C:21]([CH:28]3[CH2:30][CH2:29]3)=[CH:20][CH:19]=2)[C:6]([S:9][C:10]([CH3:17])([CH3:16])[C:11]([O:13]CC)=[O:12])=[N:7][N:8]=1. (3) The reactants are [CH2:1]=[CH:2][CH2:3][CH2:4][CH2:5][CH2:6][CH2:7][CH2:8][CH2:9][CH:10]([OH:20])[CH2:11][CH2:12][CH2:13][CH2:14][CH2:15][CH2:16][CH2:17][CH:18]=[CH2:19].[Br:21][CH2:22][CH2:23][CH2:24][C:25](Cl)=[O:26].C(OCC)(=O)C. The catalyst is C(Cl)Cl.O. The product is [Br:21][CH2:22][CH2:23][CH2:24][C:25]([O:20][CH:10]([CH2:9][CH2:8][CH2:7][CH2:6][CH2:5][CH2:4][CH2:3][CH:2]=[CH2:1])[CH2:11][CH2:12][CH2:13][CH2:14][CH2:15][CH2:16][CH2:17][CH:18]=[CH2:19])=[O:26]. The yield is 0.900. (4) The reactants are [NH2:1][C:2]1[CH:3]=[C:4]([CH:7]=[CH:8][C:9]=1[NH:10][C:11]1[CH:16]=[CH:15][CH:14]=[CH:13][CH:12]=1)[C:5]#[N:6].Cl.[CH:18](OCC)(OCC)OCC. No catalyst specified. The product is [C:11]1([N:10]2[C:9]3[CH:8]=[CH:7][C:4]([C:5]#[N:6])=[CH:3][C:2]=3[N:1]=[CH:18]2)[CH:12]=[CH:13][CH:14]=[CH:15][CH:16]=1. The yield is 0.880. (5) The reactants are [F:1][C:2]1[C:10]2[NH:9][C:8](=O)[NH:7][C:6]=2[CH:5]=[CH:4][CH:3]=1.P(Cl)(Cl)([Cl:14])=O. No catalyst specified. The product is [Cl:14][C:8]1[NH:9][C:10]2[C:2]([F:1])=[CH:3][CH:4]=[CH:5][C:6]=2[N:7]=1. The yield is 0.940. (6) The reactants are [F:1][C:2]1[CH:7]=[C:6]([F:8])[CH:5]=[CH:4][C:3]=1[S:9]([NH:12][C:13]1[C:14]([O:29][CH3:30])=[N:15][CH:16]=[C:17]([C:19]2[CH:24]=[CH:23][N:22]3[N:25]=[CH:26][C:27](I)=[C:21]3[N:20]=2)[CH:18]=1)(=[O:11])=[O:10].[CH:31](N(C(C)C)CC)([CH3:33])[CH3:32].C#CC. The catalyst is CN(C=O)C.Cl[Pd](Cl)([P](C1C=CC=CC=1)(C1C=CC=CC=1)C1C=CC=CC=1)[P](C1C=CC=CC=1)(C1C=CC=CC=1)C1C=CC=CC=1.[Cu]I. The product is [F:1][C:2]1[CH:7]=[C:6]([F:8])[CH:5]=[CH:4][C:3]=1[S:9]([NH:12][C:13]1[C:14]([O:29][CH3:30])=[N:15][CH:16]=[C:17]([C:19]2[CH:24]=[CH:23][N:22]3[N:25]=[CH:26][C:27]([C:32]#[C:31][CH3:33])=[C:21]3[N:20]=2)[CH:18]=1)(=[O:11])=[O:10]. The yield is 0.175. (7) The reactants are [C:1]([O:5][C:6]([N:8]1[CH2:13][CH:12]2[C:10]([C:14]3[CH:19]=[CH:18][C:17](Br)=[CH:16][CH:15]=3)([CH2:11]2)[CH2:9]1)=[O:7])([CH3:4])([CH3:3])[CH3:2].CC(C)([O-])C.[Na+].[NH:27]1[CH2:31][CH2:30][CH2:29][CH2:28]1. The catalyst is C1(C)C=CC=CC=1.C1C=CC(/C=C/C(/C=C/C2C=CC=CC=2)=O)=CC=1.C1C=CC(/C=C/C(/C=C/C2C=CC=CC=2)=O)=CC=1.C1C=CC(/C=C/C(/C=C/C2C=CC=CC=2)=O)=CC=1.[Pd].[Pd].C1C=CC(P(C2C(C3C(P(C4C=CC=CC=4)C4C=CC=CC=4)=CC=C4C=3C=CC=C4)=C3C(C=CC=C3)=CC=2)C2C=CC=CC=2)=CC=1. The product is [C:1]([O:5][C:6]([N:8]1[CH2:13][CH:12]2[C:10]([C:14]3[CH:19]=[CH:18][C:17]([N:27]4[CH2:31][CH2:30][CH2:29][CH2:28]4)=[CH:16][CH:15]=3)([CH2:11]2)[CH2:9]1)=[O:7])([CH3:4])([CH3:3])[CH3:2]. The yield is 0.720. (8) The reactants are Cl[C:2]1[CH2:6][C:5]([CH3:8])([CH3:7])[CH2:4][C:3]=1/[CH:9]=[CH:10]/[C:11]([O:13][CH2:14][CH3:15])=[O:12].[N-:16]=[N+]=[N-].[Na+].O.C(Cl)Cl. The catalyst is CS(C)=O. The product is [CH3:7][C:5]1([CH3:8])[CH2:6][C:2]2[NH:16][C:10]([C:11]([O:13][CH2:14][CH3:15])=[O:12])=[CH:9][C:3]=2[CH2:4]1. The yield is 0.370.